Dataset: Forward reaction prediction with 1.9M reactions from USPTO patents (1976-2016). Task: Predict the product of the given reaction. (1) Given the reactants COC1C=C(OC)C=CC=1C[N:6]([C:30]1[CH:35]=[CH:34][N:33]=[CH:32][N:31]=1)[S:7]([C:10]1[CH:15]=[C:14]([F:16])[C:13]([O:17][C@H:18]2[CH2:23][CH2:22][CH2:21][CH2:20][C@@H:19]2[N:24]2[CH:28]=[CH:27][N:26]=[CH:25]2)=[CH:12][C:11]=1[F:29])(=[O:9])=[O:8].C([SiH](CC)CC)C.FC(F)(F)C(O)=O, predict the reaction product. The product is: [F:29][C:11]1[CH:12]=[C:13]([O:17][C@H:18]2[CH2:23][CH2:22][CH2:21][CH2:20][C@H:19]2[N:24]2[CH:28]=[CH:27][N:26]=[CH:25]2)[C:14]([F:16])=[CH:15][C:10]=1[S:7]([NH:6][C:30]1[CH:35]=[CH:34][N:33]=[CH:32][N:31]=1)(=[O:8])=[O:9]. (2) Given the reactants [CH3:1][O:2][C:3]([C:5]1[S:14][C:8]2[N:9]=[CH:10][N:11]=[C:12](Cl)[C:7]=2[C:6]=1[CH3:15])=[O:4].[NH2:16][C:17]1[CH:36]=[CH:35][C:34]([F:37])=[CH:33][C:18]=1[O:19][C@@H:20]1[CH2:25][CH2:24][CH2:23][N:22]([C:26]([O:28][C:29]([CH3:32])([CH3:31])[CH3:30])=[O:27])[CH2:21]1, predict the reaction product. The product is: [CH3:1][O:2][C:3]([C:5]1[S:14][C:8]2[N:9]=[CH:10][N:11]=[C:12]([NH:16][C:17]3[CH:36]=[CH:35][C:34]([F:37])=[CH:33][C:18]=3[O:19][C@@H:20]3[CH2:25][CH2:24][CH2:23][N:22]([C:26]([O:28][C:29]([CH3:32])([CH3:31])[CH3:30])=[O:27])[CH2:21]3)[C:7]=2[C:6]=1[CH3:15])=[O:4]. (3) Given the reactants [Cl:1][CH2:2][CH2:3][CH2:4][CH2:5][C:6]([C:8]1[CH:9]=[C:10]([N+:17]([O-])=O)[C:11]2[O:15][CH2:14][CH2:13][C:12]=2[CH:16]=1)=[O:7].C(O)(=O)C, predict the reaction product. The product is: [NH2:17][C:10]1[C:11]2[O:15][CH2:14][CH2:13][C:12]=2[CH:16]=[C:8]([C:6](=[O:7])[CH2:5][CH2:4][CH2:3][CH2:2][Cl:1])[CH:9]=1. (4) Given the reactants [CH:1]1[CH:6]=[CH:5][CH:4]=[CH:3][CH:2]=1.[C:7](Cl)(=[O:16])[CH:8]=[CH:9][C:10]1[CH:15]=[CH:14][CH:13]=[CH:12][CH:11]=1.[Cl-].[Al+3].[Cl-].[Cl-], predict the reaction product. The product is: [C:7]([C:1]1[CH:6]=[CH:5][CH:4]=[CH:3][CH:2]=1)(=[O:16])[CH:8]=[CH:9][C:10]1[CH:15]=[CH:14][CH:13]=[CH:12][CH:11]=1. (5) Given the reactants [I:1][C:2]1[CH:3]=[C:4]([OH:8])[CH:5]=[CH:6][CH:7]=1.O[CH2:10][CH2:11][N:12]1[CH2:17][CH2:16][O:15][CH2:14][CH2:13]1.C1C=CC(P(C2C=CC=CC=2)C2C=CC=CC=2)=CC=1.CC(OC(/N=N/C(OC(C)C)=O)=O)C, predict the reaction product. The product is: [N:12]1([CH2:11][CH2:10][O:8][C:4]2[CH:3]=[C:2]([I:1])[CH:7]=[CH:6][CH:5]=2)[CH2:17][CH2:16][O:15][CH2:14][CH2:13]1. (6) Given the reactants Cl[C:2]1[CH:9]=[CH:8][C:5]([C:6]#[N:7])=[CH:4][C:3]=1[C:10]([F:13])([F:12])[F:11].[CH:14]([C:16]1[CH:17]=[C:18](B(O)O)[CH:19]=[CH:20][C:21]=1[O:22][CH3:23])=[O:15], predict the reaction product. The product is: [CH:14]([C:16]1[CH:17]=[C:18]([C:2]2[CH:9]=[CH:8][C:5]([C:6]#[N:7])=[CH:4][C:3]=2[C:10]([F:13])([F:12])[F:11])[CH:19]=[CH:20][C:21]=1[O:22][CH3:23])=[O:15]. (7) Given the reactants F[C:2]1[CH:9]=[C:8]([N:10]2[C:22]3[CH:21]=[CH:20][CH:19]=[C:18]([C:23]4[NH:27][C:26]5[CH:28]=[C:29]([F:32])[CH:30]=[CH:31][C:25]=5[N:24]=4)[C:17]=3[C:16]3[C:11]2=[CH:12][CH:13]=[CH:14][CH:15]=3)[CH:7]=[CH:6][C:3]=1[C:4]#[N:5].C(=O)([O-])[O-].[K+].[K+].Cl.[F:40][CH2:41][CH2:42][CH2:43][NH2:44].[OH-:45].[Na+].OO, predict the reaction product. The product is: [F:32][C:29]1[CH:30]=[CH:31][C:25]2[N:24]=[C:23]([C:18]3[C:17]4[C:16]5[C:11](=[CH:12][CH:13]=[CH:14][CH:15]=5)[N:10]([C:8]5[CH:7]=[CH:6][C:3]([C:4]([NH2:5])=[O:45])=[C:2]([NH:44][CH2:43][CH2:42][CH2:41][F:40])[CH:9]=5)[C:22]=4[CH:21]=[CH:20][CH:19]=3)[NH:27][C:26]=2[CH:28]=1. (8) Given the reactants [Si:1]([O:8][C@@H:9]1[C@@:37]2([CH3:38])[C:13](=[CH:14][CH:15]=[C:16]3[C@@H:36]2[CH2:35][CH2:34][C@@:33]2([CH3:39])[C@H:17]3[CH2:18][CH:19]=[C:20]2[C@@H:21]([S:23][C:24](OC2C=CC=CC=2)=O)[CH3:22])[CH2:12][C@@H:11]([OH:40])[CH2:10]1)([C:4]([CH3:7])([CH3:6])[CH3:5])([CH3:3])[CH3:2].[CH3:41][C:42]1([O:45]C1)[CH3:43].O1CCCC1.[OH-].[K+], predict the reaction product. The product is: [Si:1]([O:8][C@@H:9]1[C@@:37]2([CH3:38])[C:13](=[CH:14][CH:15]=[C:16]3[C@@H:36]2[CH2:35][CH2:34][C@@:33]2([CH3:39])[C@H:17]3[CH2:18][CH:19]=[C:20]2[C@@H:21]([S:23][CH2:24][C:42]([OH:45])([CH3:43])[CH3:41])[CH3:22])[CH2:12][C@@H:11]([OH:40])[CH2:10]1)([C:4]([CH3:6])([CH3:5])[CH3:7])([CH3:3])[CH3:2].